The task is: Predict the reactants needed to synthesize the given product.. This data is from Full USPTO retrosynthesis dataset with 1.9M reactions from patents (1976-2016). (1) Given the product [Br:1][C:2]1[CH:13]=[CH:12][C:11]([Br:14])=[CH:10][C:3]=1[O:4][CH2:5][CH2:6][CH2:7][CH2:8][Br:16], predict the reactants needed to synthesize it. The reactants are: [Br:1][C:2]1[CH:13]=[CH:12][C:11]([Br:14])=[CH:10][C:3]=1[O:4][CH2:5][CH2:6][CH2:7][CH2:8]O.P(Br)(Br)[Br:16].O.[OH-].[Na+]. (2) Given the product [CH3:21][O:20][C:17]1[CH:18]=[CH:19][C:14]([CH2:13][N:12]2[CH2:2][CH2:3][C:4]3[C:9](=[CH:8][N:7]=[CH:6][CH:5]=3)[C:10]2=[O:11])=[CH:15][CH:16]=1, predict the reactants needed to synthesize it. The reactants are: O[CH2:2][CH2:3][C:4]1[C:9]([C:10]([NH:12][CH2:13][C:14]2[CH:19]=[CH:18][C:17]([O:20][CH3:21])=[CH:16][CH:15]=2)=[O:11])=[CH:8][N:7]=[CH:6][CH:5]=1.C1(P(C2C=CC=CC=2)C2C=CC=CC=2)C=CC=CC=1.N(C(OCC)=O)=NC(OCC)=O. (3) Given the product [Cl:44][C:43]1[CH:42]=[CH:41][C:24]([O:25][C:26]2[CH:27]=[CH:28][C:29]3[N:30]([N:32]=[C:33]([NH:35][C:36]([CH:38]4[CH2:40][CH2:39]4)=[O:37])[N:34]=3)[CH:31]=2)=[CH:23][C:22]=1[NH:21][C:8]([C:7]1[N:3]([CH2:1][CH3:2])[N:4]=[C:5]([CH3:11])[CH:6]=1)=[O:10], predict the reactants needed to synthesize it. The reactants are: [CH2:1]([N:3]1[C:7]([C:8]([OH:10])=O)=[CH:6][C:5]([CH3:11])=[N:4]1)[CH3:2].O1CCCC1.S(Cl)(Cl)=O.[NH2:21][C:22]1[CH:23]=[C:24]([CH:41]=[CH:42][C:43]=1[Cl:44])[O:25][C:26]1[CH:27]=[CH:28][C:29]2[N:30]([N:32]=[C:33]([NH:35][C:36]([CH:38]3[CH2:40][CH2:39]3)=[O:37])[N:34]=2)[CH:31]=1. (4) Given the product [F:1][C:2]1[CH:3]=[CH:4][C:5]([N:8]2[C:11](=[O:12])[C@H:10]([S:13][CH2:14][CH:15]([C:17]3[CH:18]=[CH:19][C:20]([F:23])=[CH:21][CH:22]=3)[OH:16])[C@H:9]2[C:24]2[CH:25]=[CH:26][C:27]([O:28][CH2:29][C:30]([NH:32][CH2:33][C:34]([NH:78][C@H:77]([C:79]([OH:81])=[O:80])[CH2:76][O:75][CH2:68][C:69]3[CH:74]=[CH:73][CH:72]=[CH:71][CH:70]=3)=[O:35])=[O:31])=[CH:37][CH:38]=2)=[CH:6][CH:7]=1, predict the reactants needed to synthesize it. The reactants are: [F:1][C:2]1[CH:7]=[CH:6][C:5]([N:8]2[C:11](=[O:12])[C@H:10]([S:13][CH2:14][C:15]([C:17]3[CH:22]=[CH:21][C:20]([F:23])=[CH:19][CH:18]=3)=[O:16])[C@H:9]2[C:24]2[CH:38]=[CH:37][C:27]([O:28][CH2:29][C:30]([NH:32][CH2:33][C:34](O)=[O:35])=[O:31])=[CH:26][CH:25]=2)=[CH:4][CH:3]=1.CN1CCOCC1.CN(C(ON1N=NC2C=CC=CC1=2)=[N+](C)C)C.[B-](F)(F)(F)F.[CH2:68]([O:75][CH2:76][C@@H:77]([C:79]([OH:81])=[O:80])[NH2:78])[C:69]1[CH:74]=[CH:73][CH:72]=[CH:71][CH:70]=1. (5) The reactants are: [CH:1]1([N:7]2[CH:11]=[C:10](B3OC(C)(C)C(C)(C)O3)[CH:9]=[N:8]2)[CH2:6][CH2:5][CH2:4][CH:3]=[CH:2]1.C(=O)([O-])[O-].[Na+].[Na+].Br[C:28]1[CH:29]=[C:30]([NH:35][C:36]2[N:41]=[C:40]([CH:42]([F:44])[F:43])[CH:39]=[CH:38][N:37]=2)[CH:31]=[C:32]([CH3:34])[CH:33]=1. Given the product [CH:1]1([N:7]2[CH:11]=[C:10]([C:28]3[CH:29]=[C:30]([NH:35][C:36]4[N:41]=[C:40]([CH:42]([F:43])[F:44])[CH:39]=[CH:38][N:37]=4)[CH:31]=[C:32]([CH3:34])[CH:33]=3)[CH:9]=[N:8]2)[CH2:6][CH2:5][CH2:4][CH:3]=[CH:2]1, predict the reactants needed to synthesize it. (6) Given the product [CH3:1][C:2]1[CH:3]=[C:4]([C:8]2[N:24]=[C:25]([NH2:27])[S:26][C:9]=2[C:10]2[CH:15]=[CH:14][N:13]=[CH:12][N:11]=2)[CH:5]=[CH:6][CH:7]=1, predict the reactants needed to synthesize it. The reactants are: [CH3:1][C:2]1[CH:3]=[C:4]([C:8](O)=[CH:9][C:10]2[CH:15]=[CH:14][N:13]=[CH:12][N:11]=2)[CH:5]=[CH:6][CH:7]=1.C([O-])(=O)C.[Na+].BrBr.[NH2:24][C:25]([NH2:27])=[S:26].C(=O)([O-])O.[Na+].